Dataset: Reaction yield outcomes from USPTO patents with 853,638 reactions. Task: Predict the reaction yield, written as a fraction of the theoretical maximum amount of product (1.0 means a 100% yield; for example, 0.34 means a 34% yield). (1) The reactants are [CH3:1][S:2](O)(=[O:4])=[O:3].[NH2:6][C:7]1[CH:12]=[CH:11][C:10]([NH2:13])=[CH:9][C:8]=1[S:14]([NH2:17])(=[O:16])=[O:15].N1C=CC=CC=1.CS(Cl)(=O)=O. The catalyst is C(#N)C. The product is [NH2:6][C:7]1[CH:12]=[CH:11][C:10]([NH:13][S:2]([CH3:1])(=[O:4])=[O:3])=[CH:9][C:8]=1[S:14]([NH2:17])(=[O:15])=[O:16]. The yield is 0.860. (2) The reactants are [Cl:1][C:2]1[CH:3]=[CH:4][C:5]2[S:9][CH:8]=[C:7]([CH2:10][N:11]3[C:19]4[C:14](=[CH:15][CH:16]=[CH:17][CH:18]=4)[C:13](=O)[C:12]3=[O:21])[C:6]=2[CH:22]=1.[F:23][C:24]([F:33])([F:32])[C:25]1[CH:26]=[C:27]([CH:29]=[CH:30][CH:31]=1)[NH2:28]. No catalyst specified. The product is [Cl:1][C:2]1[CH:3]=[CH:4][C:5]2[S:9][CH:8]=[C:7]([CH2:10][N:11]3[C:19]4[C:14](=[CH:15][CH:16]=[CH:17][CH:18]=4)[C:13](=[N:28][C:27]4[CH:29]=[CH:30][CH:31]=[C:25]([C:24]([F:23])([F:32])[F:33])[CH:26]=4)[C:12]3=[O:21])[C:6]=2[CH:22]=1. The yield is 0.180.